Predict the reaction yield, written as a fraction of the theoretical maximum amount of product (1.0 means a 100% yield; for example, 0.34 means a 34% yield). From a dataset of Reaction yield outcomes from USPTO patents with 853,638 reactions. (1) The reactants are C1(P(C2C=CC=CC=2)C2C3[O:20][C:19]4[C:14](=[CH:15][CH:16]=[CH:17][C:18]=4P(C4C=CC=CC=4)C4C=CC=CC=4)C(C)(C)C=3C=CC=2)C=CC=CC=1.[C:43](=[O:46])([O-])[O-:44].[Cs+].[Cs+].Cl[C:50]1[N:55]([CH2:56][C:57]2[CH:62]=[CH:61][C:60]([Cl:63])=[CH:59][CH:58]=2)[C:54](=[O:64])[N:53]([CH2:65][CH3:66])[C:52](=[O:67])[CH:51]=1.COC(C1C=C(C=CC=1)O[NH:76][C:77]1[CH:82]=[CH:81][CH:80]=[CH:79][CH:78]=1)=O.O1CCOC[CH2:87]1. The catalyst is C([O-])(=O)C.[Pd+2].C([O-])(=O)C.O. The product is [Cl:63][C:60]1[CH:61]=[CH:62][C:57]([CH2:56][N:55]2[C:50]([NH:76][C:77]3[CH:78]=[CH:79][C:80]([O:20][C:19]4[CH:14]=[CH:15][CH:16]=[C:17]([C:43]([O:44][CH3:87])=[O:46])[CH:18]=4)=[CH:81][CH:82]=3)=[CH:51][C:52](=[O:67])[N:53]([CH2:65][CH3:66])[C:54]2=[O:64])=[CH:58][CH:59]=1. The yield is 0.740. (2) The reactants are [C:1]1([CH:7]([OH:9])[CH3:8])[CH:6]=[CH:5][CH:4]=[CH:3][CH:2]=1. The catalyst is CC(C)=O. The product is [C:7]([C:1]1[CH:6]=[CH:5][CH:4]=[CH:3][CH:2]=1)(=[O:9])[CH3:8]. The yield is 0.960. (3) The product is [O:21]([C:19]1[CH:18]=[CH:17][C:15]2[N:16]=[C:12]([C:9]3[C:10]([CH3:11])=[C:6]([C:4]([OH:5])=[O:3])[NH:7][C:8]=3[CH3:28])[NH:13][C:14]=2[CH:20]=1)[C:22]1[CH:27]=[CH:26][CH:25]=[CH:24][CH:23]=1. The catalyst is C(O)C.O1CCCC1. The yield is 0.980. The reactants are C([O:3][C:4]([C:6]1[NH:7][C:8]([CH3:28])=[C:9]([C:12]2[NH:13][C:14]3[CH:20]=[C:19]([O:21][C:22]4[CH:27]=[CH:26][CH:25]=[CH:24][CH:23]=4)[CH:18]=[CH:17][C:15]=3[N:16]=2)[C:10]=1[CH3:11])=[O:5])C.[OH-].[Na+].Cl. (4) The reactants are [CH2:1]([O:3][P:4]([C:9](Br)([F:11])[F:10])(=[O:8])[O:5][CH2:6][CH3:7])[CH3:2].[Br:13][C:14]1[CH:19]=[C:18]([CH3:20])[CH:17]=[CH:16][C:15]=1I.O. The catalyst is CN(C)C(=O)C.[Zn].[Cu]Br. The product is [CH2:1]([O:3][P:4]([C:9]([C:15]1[CH:16]=[CH:17][C:18]([CH3:20])=[CH:19][C:14]=1[Br:13])([F:11])[F:10])(=[O:8])[O:5][CH2:6][CH3:7])[CH3:2]. The yield is 0.820. (5) The reactants are [C:1]([C:5]1[N:14]([CH2:15][CH2:16][OH:17])[C:8]2=[CH:9][N:10]=[C:11](Cl)[CH:12]=[C:7]2[CH:6]=1)([CH3:4])([CH3:3])[CH3:2].[NH3:18]. The catalyst is CO. The product is [NH2:18][C:11]1[CH:12]=[C:7]2[CH:6]=[C:5]([C:1]([CH3:4])([CH3:3])[CH3:2])[N:14]([CH2:15][CH2:16][OH:17])[C:8]2=[CH:9][N:10]=1. The yield is 0.160.